This data is from Full USPTO retrosynthesis dataset with 1.9M reactions from patents (1976-2016). The task is: Predict the reactants needed to synthesize the given product. (1) Given the product [F:1][C:2]1[CH:7]=[C:6]([F:8])[CH:5]=[CH:4][C:3]=1[C:9]1[CH:10]=[C:11]([N:15]2[CH2:16][CH2:17][NH:18][CH2:19][CH2:20]2)[N:12]=[CH:13][N:14]=1, predict the reactants needed to synthesize it. The reactants are: [F:1][C:2]1[CH:7]=[C:6]([F:8])[CH:5]=[CH:4][C:3]=1[C:9]1[N:14]=[CH:13][N:12]=[C:11]([N:15]2[CH2:20][CH2:19][N:18](C(OC(C)(C)C)=O)[CH2:17][CH2:16]2)[CH:10]=1.C(OCC)(=O)C.Cl. (2) Given the product [CH2:1]([N:8]1[C:12]([CH:13]=[C:37]2[C:38]3[C:43](=[CH:42][CH:41]=[CH:40][CH:39]=3)[CH2:44][CH:35]([C:29]3[CH:34]=[CH:33][CH:32]=[CH:31][CH:30]=3)[CH2:36]2)=[CH:11][N:10]=[CH:9]1)[C:2]1[CH:3]=[CH:4][CH:5]=[CH:6][CH:7]=1, predict the reactants needed to synthesize it. The reactants are: [CH2:1]([N:8]1[C:12]([CH:13]=C2C3C(=CC=CC=3)CC2C2C=CC=CC=2)=[CH:11][N:10]=[CH:9]1)[C:2]1[CH:7]=[CH:6][CH:5]=[CH:4][CH:3]=1.[C:29]1([CH:35]2[CH2:44][C:43]3[C:38](=[CH:39][CH:40]=[CH:41][CH:42]=3)[C:37](=O)[CH2:36]2)[CH:34]=[CH:33][CH:32]=[CH:31][CH:30]=1. (3) Given the product [CH3:7][C:6]([CH3:8])=[CH2:5].[CH3:13][C:11]([CH:10]=[CH2:9])=[CH2:12], predict the reactants needed to synthesize it. The reactants are: [Al+3].[Cl-].[Cl-].[Cl-].[CH3:5][C:6](=[CH2:8])[CH3:7].[CH2:9]=[CH:10][C:11](=[CH2:13])[CH3:12]. (4) Given the product [Br:1][C:2]1[N:10]([CH2:22][C:18]2[CH:19]=[CH:20][CH:21]=[C:16]([Br:15])[CH:17]=2)[C:9]2[C:8](=[O:11])[N:7]([CH3:12])[C:6](=[O:13])[N:5]([CH3:14])[C:4]=2[N:3]=1, predict the reactants needed to synthesize it. The reactants are: [Br:1][C:2]1[NH:10][C:9]2[C:8](=[O:11])[N:7]([CH3:12])[C:6](=[O:13])[N:5]([CH3:14])[C:4]=2[N:3]=1.[Br:15][C:16]1[CH:21]=[CH:20][CH:19]=[C:18]([CH2:22]Br)[CH:17]=1.C(=O)([O-])[O-].[K+].[K+]. (5) Given the product [F:24][C:25]1[CH:30]=[C:29]([S:31]([CH3:34])(=[O:33])=[O:32])[C:28]([F:35])=[CH:27][C:26]=1[NH:1][C@H:2]1[CH2:6][CH2:5][N:4]([CH:7]2[CH2:12][CH2:11][N:10]([C:13]([O:15][CH2:16][C:17]3[CH:22]=[CH:21][CH:20]=[CH:19][CH:18]=3)=[O:14])[CH2:9][CH2:8]2)[C:3]1=[O:23], predict the reactants needed to synthesize it. The reactants are: [NH2:1][C@H:2]1[CH2:6][CH2:5][N:4]([CH:7]2[CH2:12][CH2:11][N:10]([C:13]([O:15][CH2:16][C:17]3[CH:22]=[CH:21][CH:20]=[CH:19][CH:18]=3)=[O:14])[CH2:9][CH2:8]2)[C:3]1=[O:23].[F:24][C:25]1[CH:30]=[C:29]([S:31]([CH3:34])(=[O:33])=[O:32])[C:28]([F:35])=[CH:27][C:26]=1F.C([O-])([O-])=O.[Na+].[Na+].O. (6) Given the product [Cl:17][C:18]1[C:19]([CH3:28])=[C:20]([S:24]([NH:8][C:5]2[C:4]([O:9][CH2:10][C:11]3[CH:12]=[N:13][CH:14]=[CH:15][CH:16]=3)=[N:3][C:2]([Cl:1])=[CH:7][N:6]=2)(=[O:26])=[O:25])[CH:21]=[CH:22][CH:23]=1, predict the reactants needed to synthesize it. The reactants are: [Cl:1][C:2]1[N:3]=[C:4]([O:9][CH2:10][C:11]2[CH:12]=[N:13][CH:14]=[CH:15][CH:16]=2)[C:5]([NH2:8])=[N:6][CH:7]=1.[Cl:17][C:18]1[C:19]([CH3:28])=[C:20]([S:24](Cl)(=[O:26])=[O:25])[CH:21]=[CH:22][CH:23]=1. (7) The reactants are: [OH:1][C@@H:2]1[CH2:6][CH2:5][N:4]([CH:7]=[O:8])[CH2:3]1.[O:9]1[CH:14]=[CH:13][CH2:12][CH2:11][CH2:10]1.C1(C)C=CC(S(O)(=O)=O)=CC=1. Given the product [O:9]1[CH2:14][CH2:13][CH2:12][CH2:11][CH:10]1[O:1][CH:2]1[CH2:6][CH2:5][N:4]([CH:7]=[O:8])[CH2:3]1, predict the reactants needed to synthesize it.